Dataset: TCR-epitope binding with 47,182 pairs between 192 epitopes and 23,139 TCRs. Task: Binary Classification. Given a T-cell receptor sequence (or CDR3 region) and an epitope sequence, predict whether binding occurs between them. (1) The epitope is FTISVTTEIL. The TCR CDR3 sequence is CASSQGTSWDTQYF. Result: 1 (the TCR binds to the epitope). (2) The epitope is IVTDFSVIK. The TCR CDR3 sequence is CSVVLRGEDEQYF. Result: 1 (the TCR binds to the epitope). (3) The epitope is NLNESLIDL. The TCR CDR3 sequence is CASSATGSVYNSPLHF. Result: 0 (the TCR does not bind to the epitope). (4) The epitope is GLIYNRMGAVTTEV. The TCR CDR3 sequence is CASSLDLRRTTEAFF. Result: 1 (the TCR binds to the epitope). (5) The epitope is LLFGYPVYV. The TCR CDR3 sequence is CASSLEPSYEQYF. Result: 0 (the TCR does not bind to the epitope). (6) The epitope is VLWAHGFEL. The TCR CDR3 sequence is CASSYRTGGGGYTF. Result: 1 (the TCR binds to the epitope). (7) The TCR CDR3 sequence is CASSTPSQGTNTGELFF. Result: 1 (the TCR binds to the epitope). The epitope is RAKFKQLL. (8) The epitope is GTSGSPIVNR. The TCR CDR3 sequence is CASSLVAGSSYEQYF. Result: 0 (the TCR does not bind to the epitope). (9) The epitope is PROT_97E67BCC. The TCR CDR3 sequence is CASWEGGTVGVTQYF. Result: 1 (the TCR binds to the epitope).